This data is from Full USPTO retrosynthesis dataset with 1.9M reactions from patents (1976-2016). The task is: Predict the reactants needed to synthesize the given product. (1) Given the product [OH:12][C:8]1([C:7]2[C:2]([O:18][CH2:17][C:16]([F:20])([F:19])[F:15])=[CH:3][C:4]([C:13]#[N:14])=[N:5][CH:6]=2)[CH2:11][CH2:10][CH2:9]1, predict the reactants needed to synthesize it. The reactants are: Cl[C:2]1[C:7]([C:8]2([OH:12])[CH2:11][CH2:10][CH2:9]2)=[CH:6][N:5]=[C:4]([C:13]#[N:14])[CH:3]=1.[F:15][C:16]([F:20])([F:19])[CH2:17][OH:18]. (2) Given the product [Cl:31][C:18]1[CH:19]=[CH:20][C:21]2[C:26](=[CH:25][CH:24]=[CH:23][CH:22]=2)[C:17]=1[O:16][P:15](=[N:1][C@H:2]([C:9]1[CH:10]=[CH:11][CH:12]=[CH:13][CH:14]=1)[C:3]([O:5][CH2:6][CH2:7][CH3:8])=[O:4])=[O:27], predict the reactants needed to synthesize it. The reactants are: [NH2:1][C@H:2]([C:9]1[CH:14]=[CH:13][CH:12]=[CH:11][CH:10]=1)[C:3]([O:5][CH2:6][CH2:7][CH3:8])=[O:4].[P:15](Cl)(Cl)(=[O:27])[O:16][C:17]1[C:26]2[C:21](=[CH:22][CH:23]=[CH:24][CH:25]=2)[CH:20]=[CH:19][CH:18]=1.C(Cl)[Cl:31]. (3) The reactants are: [NH2:1][C:2]1[CH:15]=[CH:14][C:13]([N+:16]([O-:18])=[O:17])=[CH:12][C:3]=1[C:4]([NH:6][CH2:7][CH:8]1[CH2:11][O:10][CH2:9]1)=[O:5].C1N=CN([C:24](N2C=NC=C2)=[O:25])C=1.O. Given the product [N+:16]([C:13]1[CH:12]=[C:3]2[C:2](=[CH:15][CH:14]=1)[NH:1][C:24](=[O:25])[N:6]([CH2:7][CH:8]1[CH2:11][O:10][CH2:9]1)[C:4]2=[O:5])([O-:18])=[O:17], predict the reactants needed to synthesize it. (4) Given the product [NH2:50][C:48](=[O:49])[CH2:47][N:11]1[CH:10]=[C:9]([O:8][C:6]2[CH:5]=[CH:4][C:3]([NH:26][C:27](=[O:36])[O:28][CH2:29][C:30]3[CH:31]=[CH:32][CH:33]=[CH:34][CH:35]=3)=[C:2]([F:1])[CH:7]=2)[CH:14]=[CH:13]/[C:12]/1=[N:15]/[S:16]([C:19]1[CH:24]=[CH:23][C:22]([CH3:25])=[CH:21][CH:20]=1)(=[O:17])=[O:18], predict the reactants needed to synthesize it. The reactants are: [F:1][C:2]1[CH:7]=[C:6]([O:8][C:9]2[CH:10]=[N:11][C:12]([NH:15][S:16]([C:19]3[CH:24]=[CH:23][C:22]([CH3:25])=[CH:21][CH:20]=3)(=[O:18])=[O:17])=[CH:13][CH:14]=2)[CH:5]=[CH:4][C:3]=1[NH:26][C:27](=[O:36])[O:28][CH2:29][C:30]1[CH:35]=[CH:34][CH:33]=[CH:32][CH:31]=1.C(N(CC)C(C)C)(C)C.I[CH2:47][C:48]([NH2:50])=[O:49].O. (5) Given the product [OH:28][CH:11]1[CH:10]2[CH:9]([O:8]2)[CH2:14][N:13]([C:15]([O:17][CH2:18][CH3:19])=[O:16])[CH2:12]1, predict the reactants needed to synthesize it. The reactants are: [Si]([O:8][CH:9]1[CH2:14][N:13]([C:15]([O:17][CH2:18][CH3:19])=[O:16])[CH2:12][CH:11]=[CH:10]1)(C(C)(C)C)(C)C.C1C=C(Cl)C=C(C(OO)=[O:28])C=1. (6) Given the product [OH:48][C:47]([CH3:50])([CH3:49])[CH2:46][N:33]1[CH:32]=[C:31]2[C:35]([CH2:36][CH2:37][CH:29]([N:3]3[C:2](=[O:1])[C:7]([CH2:8][C:9]4[CH:10]=[CH:11][C:12]([C:15]5[C:16]([C:21]#[N:22])=[CH:17][CH:18]=[CH:19][CH:20]=5)=[CH:13][CH:14]=4)=[C:6]([CH2:23][CH2:24][CH3:25])[N:5]4[N:26]=[CH:27][N:28]=[C:4]34)[CH2:30]2)=[N:34]1, predict the reactants needed to synthesize it. The reactants are: [O:1]=[C:2]1[C:7]([CH2:8][C:9]2[CH:14]=[CH:13][C:12]([C:15]3[C:16]([C:21]#[N:22])=[CH:17][CH:18]=[CH:19][CH:20]=3)=[CH:11][CH:10]=2)=[C:6]([CH2:23][CH2:24][CH3:25])[N:5]2[N:26]=[CH:27][N:28]=[C:4]2[N:3]1[CH:29]1[CH2:37][CH2:36][C:35]2[NH:34][N:33]=[CH:32][C:31]=2[CH2:30]1.[H-].[Na+].CN(C)C(=O)C.[CH3:46][C:47]1([CH3:50])[CH2:49][O:48]1.